This data is from Full USPTO retrosynthesis dataset with 1.9M reactions from patents (1976-2016). The task is: Predict the reactants needed to synthesize the given product. (1) Given the product [Cl:1][C:2]1[CH:7]=[CH:6][C:5]2[N:8]=[C:16]([C:18]3[CH:19]=[CH:20][C:21]([N:24]4[CH2:29][CH2:28][CH:27]([CH2:30][O:31][C:32]5[CH:33]=[CH:34][C:35]([C:36]([O:38][CH3:39])=[O:37])=[CH:40][CH:41]=5)[CH2:26][CH2:25]4)=[N:22][CH:23]=3)[NH:9][C:4]=2[CH:3]=1, predict the reactants needed to synthesize it. The reactants are: [Cl:1][C:2]1[CH:3]=[C:4]([NH2:9])[C:5]([NH2:8])=[CH:6][CH:7]=1.OOS([O-])=O.[K+].[CH:16]([C:18]1[CH:19]=[CH:20][C:21]([N:24]2[CH2:29][CH2:28][CH:27]([CH2:30][O:31][C:32]3[CH:41]=[CH:40][C:35]([C:36]([O:38][CH3:39])=[O:37])=[CH:34][CH:33]=3)[CH2:26][CH2:25]2)=[N:22][CH:23]=1)=O.C(=O)([O-])[O-].[Na+].[Na+]. (2) The reactants are: C([O:5][C:6](=[O:39])[C@H:7]([NH:9][C:10]([C:12]1[CH:16]=[C:15]([O:17][CH2:18][C:19]([N:21]2[CH2:25][CH2:24][CH2:23][C@H:22]2[C:26](=[O:32])[NH:27][CH:28]2[CH2:31][CH2:30][CH2:29]2)=[O:20])[N:14]([C:33]2[CH:38]=[CH:37][CH:36]=[CH:35][CH:34]=2)[N:13]=1)=[O:11])[CH3:8])(C)(C)C.C(O)(C(F)(F)F)=O. Given the product [CH:28]1([NH:27][C:26]([C@@H:22]2[CH2:23][CH2:24][CH2:25][N:21]2[C:19](=[O:20])[CH2:18][O:17][C:15]2[N:14]([C:33]3[CH:38]=[CH:37][CH:36]=[CH:35][CH:34]=3)[N:13]=[C:12]([C:10]([NH:9][C@H:7]([CH3:8])[C:6]([OH:39])=[O:5])=[O:11])[CH:16]=2)=[O:32])[CH2:29][CH2:30][CH2:31]1, predict the reactants needed to synthesize it. (3) Given the product [CH:1]1([NH:5][C:6]2[CH:15]=[C:14]([F:16])[C:13]([F:17])=[CH:12][C:7]=2[C:8]([OH:10])=[O:9])[CH2:4][CH2:3][CH2:2]1, predict the reactants needed to synthesize it. The reactants are: [CH:1]1([NH:5][C:6]2[CH:15]=[C:14]([F:16])[C:13]([F:17])=[CH:12][C:7]=2[C:8]([O:10]C)=[O:9])[CH2:4][CH2:3][CH2:2]1. (4) The reactants are: [CH3:1][N:2]([CH3:36])[CH2:3][CH2:4][CH2:5][O:6][C:7]1[CH:12]=[CH:11][C:10]([NH:13][C:14](=[O:35])/[C:15](/[C:25]2[CH:30]=[CH:29][C:28]([O:31]COC)=[CH:27][CH:26]=2)=[C:16](/[C:19]2[CH:24]=[CH:23][CH:22]=[CH:21][CH:20]=2)\[CH2:17][CH3:18])=[CH:9][CH:8]=1.Cl.C([O-])(O)=O.[Na+]. Given the product [CH3:36][N:2]([CH3:1])[CH2:3][CH2:4][CH2:5][O:6][C:7]1[CH:8]=[CH:9][C:10]([NH:13][C:14](=[O:35])/[C:15](/[C:25]2[CH:30]=[CH:29][C:28]([OH:31])=[CH:27][CH:26]=2)=[C:16](/[C:19]2[CH:20]=[CH:21][CH:22]=[CH:23][CH:24]=2)\[CH2:17][CH3:18])=[CH:11][CH:12]=1, predict the reactants needed to synthesize it. (5) Given the product [NH2:1][C:2]1[N:6]([CH3:7])[C:5](=[O:8])[C:4]([C:19]2[CH:24]=[CH:23][CH:22]=[C:21]([C:50]3[CH:51]=[N:52][C:53]([F:56])=[N:54][CH:55]=3)[CH:20]=2)([C:9]2[CH:14]=[CH:13][C:12]([Si:15]([CH3:18])([CH3:17])[CH3:16])=[CH:11][CH:10]=2)[N:3]=1, predict the reactants needed to synthesize it. The reactants are: [NH2:1][C:2]1[N:6]([CH3:7])[C:5](=[O:8])[C:4]([C:19]2[CH:24]=[CH:23][CH:22]=[C:21](Br)[CH:20]=2)([C:9]2[CH:14]=[CH:13][C:12]([Si:15]([CH3:18])([CH3:17])[CH3:16])=[CH:11][CH:10]=2)[N:3]=1.C([O-])(=O)C.[K+].B1(B2OC(C)(C)C(C)(C)O2)OC(C)(C)C(C)(C)O1.Br[C:50]1[CH:51]=[N:52][C:53]([F:56])=[N:54][CH:55]=1. (6) Given the product [C:1]([O:5][C:6]([N:7]1[C:8]2[CH:13]=[CH:12][N:11]=[C:10]([NH2:21])[C:9]=2[CH2:15][CH2:16]1)=[O:18])([CH3:4])([CH3:3])[CH3:2], predict the reactants needed to synthesize it. The reactants are: [C:1]([O:5][C:6](=[O:18])[NH:7][C:8]1[CH:13]=[CH:12][N:11]=[C:10](Cl)[C:9]=1[CH2:15][CH2:16]O)([CH3:4])([CH3:3])[CH3:2].CC[N:21](CC)CC.CS(Cl)(=O)=O. (7) Given the product [C:19]([NH:27][C:28]1[CH:64]=[CH:63][N:31]([C@@H:32]2[O:62][C@H:36]([CH2:37][O:38][C:39]([C:56]3[CH:61]=[CH:60][CH:59]=[CH:58][CH:57]=3)([C:40]3[CH:45]=[CH:44][C:43]([O:46][CH3:47])=[CH:42][CH:41]=3)[C:48]3[CH:53]=[CH:52][C:51]([O:54][CH3:55])=[CH:50][CH:49]=3)[C@@H:34]([O:35][P:8]([N:12]([CH:13]([CH3:14])[CH3:15])[CH:16]([CH3:17])[CH3:18])([O:9][CH2:86][CH2:85][O:84][CH2:83][CH2:82][O:81][C@@H:80]3[O:88][C@H:89]([CH2:100][O:101][C:102](=[O:104])[CH3:103])[C@@H:90]([O:96][C:97](=[O:99])[CH3:98])[C@H:91]([O:92][C:93](=[O:95])[CH3:94])[C@H:79]3[O:78][C:75](=[O:77])[CH3:76])=[O:10])[CH2:33]2)[C:30](=[O:65])[N:29]=1)(=[O:26])[C:20]1[CH:25]=[CH:24][CH:23]=[CH:22][CH:21]=1, predict the reactants needed to synthesize it. The reactants are: C(N([P:8]([N:12]([CH:16]([CH3:18])[CH3:17])[CH:13]([CH3:15])[CH3:14])(Cl)([O-:10])[O-:9])C(C)C)(C)C.[C:19]([NH:27][C:28]1[CH:64]=[CH:63][N:31]([C@@H:32]2[O:62][C@H:36]([CH2:37][O:38][C:39]([C:56]3[CH:61]=[CH:60][CH:59]=[CH:58][CH:57]=3)([C:48]3[CH:53]=[CH:52][C:51]([O:54][CH3:55])=[CH:50][CH:49]=3)[C:40]3[CH:45]=[CH:44][C:43]([O:46][CH3:47])=[CH:42][CH:41]=3)[C@@H:34]([OH:35])[CH2:33]2)[C:30](=[O:65])[N:29]=1)(=[O:26])[C:20]1[CH:25]=[CH:24][CH:23]=[CH:22][CH:21]=1.C(N(C(C)C)C(C)C)C.[C:75]([O:78][C@@H:79]1[C@@H:91]([O:92][C:93](=[O:95])[CH3:94])[C@H:90]([O:96][C:97](=[O:99])[CH3:98])[C@@H:89]([CH2:100][O:101][C:102](=[O:104])[CH3:103])[O:88][C@H:80]1[O:81][CH2:82][CH2:83][O:84][CH2:85][CH2:86]O)(=[O:77])[CH3:76].N1C=NN=N1. (8) The reactants are: [N-:1]=[N+:2]=[N-:3].[Na+].[NH4+].[Cl-].[Cl:7][C:8]1[CH:9]=[C:10]([CH:13]=[C:14]([N:16]2[CH2:21][CH2:20][CH:19]([NH:22][CH3:23])[CH2:18][CH2:17]2)[N:15]=1)[C:11]#[N:12]. Given the product [Cl:7][C:8]1[N:15]=[C:14]([N:16]2[CH2:21][CH2:20][CH:19]([NH:22][CH3:23])[CH2:18][CH2:17]2)[CH:13]=[C:10]([C:11]2[NH:12][N:3]=[N:2][N:1]=2)[CH:9]=1, predict the reactants needed to synthesize it.